Dataset: Reaction yield outcomes from USPTO patents with 853,638 reactions. Task: Predict the reaction yield, written as a fraction of the theoretical maximum amount of product (1.0 means a 100% yield; for example, 0.34 means a 34% yield). (1) The reactants are [Cl:1][CH2:2][C:3]([NH:5][CH2:6][C:7]1[S:8][C:9]([C:12]2[CH:17]=[C:16]([CH2:18][CH3:19])[C:15](=[O:20])[NH:14][C:13]=2[CH3:21])=[CH:10][CH:11]=1)=[O:4].[NH:22]1[CH2:26][CH2:25][CH2:24][CH2:23]1.C(=O)([O-])[O-].[K+].[K+]. The catalyst is C(#N)C.Cl.CCOC(C)=O. The product is [ClH:1].[CH2:18]([C:16]1[C:15](=[O:20])[NH:14][C:13]([CH3:21])=[C:12]([C:9]2[S:8][C:7]([CH2:6][NH:5][C:3](=[O:4])[CH2:2][N:22]3[CH2:26][CH2:25][CH2:24][CH2:23]3)=[CH:11][CH:10]=2)[CH:17]=1)[CH3:19]. The yield is 0.330. (2) The reactants are O=[C:2]1[CH2:16][CH:5]2[CH2:6][N:7]([C:9]([O:11][C:12]([CH3:15])([CH3:14])[CH3:13])=[O:10])[CH2:8][CH:4]2[CH2:3]1.[CH2:17]([NH2:24])[C:18]1[CH:23]=[CH:22][CH:21]=[CH:20][CH:19]=1.CC(O)=O.[BH-](OC(C)=O)(OC(C)=O)OC(C)=O.[Na+]. The catalyst is C(Cl)Cl. The product is [CH2:17]([NH:24][CH:2]1[CH2:16][CH:5]2[CH2:6][N:7]([C:9]([O:11][C:12]([CH3:15])([CH3:14])[CH3:13])=[O:10])[CH2:8][CH:4]2[CH2:3]1)[C:18]1[CH:23]=[CH:22][CH:21]=[CH:20][CH:19]=1. The yield is 0.553.